This data is from Forward reaction prediction with 1.9M reactions from USPTO patents (1976-2016). The task is: Predict the product of the given reaction. (1) The product is: [CH3:63][N:62]([CH3:64])[CH2:61][CH2:60][CH2:59][NH:58][C:32](=[O:34])[C:31]1[CH:35]=[CH:36][C:28]([NH:27][C:25](=[O:26])[NH:24][C:21]2[CH:20]=[CH:19][C:18]([C:9]3[N:10]=[C:11]([N:12]4[CH2:17][CH2:16][O:15][CH2:14][CH2:13]4)[C:6]4[N:5]=[N:4][N:3]([CH2:1][CH3:2])[C:7]=4[N:8]=3)=[CH:23][CH:22]=2)=[CH:29][CH:30]=1. Given the reactants [CH2:1]([N:3]1[C:7]2[N:8]=[C:9]([C:18]3[CH:23]=[CH:22][C:21]([NH:24][C:25]([NH:27][C:28]4[CH:36]=[CH:35][C:31]([C:32]([OH:34])=O)=[CH:30][CH:29]=4)=[O:26])=[CH:20][CH:19]=3)[N:10]=[C:11]([N:12]3[CH2:17][CH2:16][O:15][CH2:14][CH2:13]3)[C:6]=2[N:5]=[N:4]1)[CH3:2].CCN(CC)CC.C1C=CC2N(O)N=NC=2C=1.CCN=C=[N:58][CH2:59][CH2:60][CH2:61][N:62]([CH3:64])[CH3:63], predict the reaction product. (2) Given the reactants FC(F)(F)C(O)=O.[CH2:8]([C:10]1[CH:15]=[CH:14][C:13]([CH:16]2[CH2:21][N:20]([C:22]([N:24]3[CH2:28][CH2:27][CH2:26][CH2:25]3)=[O:23])[CH2:19][CH:18]([NH2:29])[CH2:17]2)=[CH:12][CH:11]=1)[CH3:9].[F:30][C:31]1[CH:32]=[C:33]([CH:37]=[CH:38][CH:39]=1)[C:34](O)=[O:35], predict the reaction product. The product is: [CH2:8]([C:10]1[CH:11]=[CH:12][C:13]([CH:16]2[CH2:21][N:20]([C:22]([N:24]3[CH2:25][CH2:26][CH2:27][CH2:28]3)=[O:23])[CH2:19][CH:18]([NH:29][C:34](=[O:35])[C:33]3[CH:37]=[CH:38][CH:39]=[C:31]([F:30])[CH:32]=3)[CH2:17]2)=[CH:14][CH:15]=1)[CH3:9]. (3) Given the reactants [OH:1][CH2:2][CH2:3][N:4]([CH3:33])[C:5]([C:7]1[CH:15]=[C:14]2[C:10]([C:11]3([CH2:32][CH2:31]3)[CH2:12][N:13]2[C:16]2[N:21]=[CH:20][C:19](B3OC(C)(C)C(C)(C)O3)=[CH:18][N:17]=2)=[CH:9][CH:8]=1)=[O:6].[CH3:34][C:35]1[CH:36]=[C:37](OS(C(F)(F)F)(=O)=O)[N:38]=[N:39][CH:40]=1.C([O-])([O-])=O.[K+].[K+], predict the reaction product. The product is: [OH:1][CH2:2][CH2:3][N:4]([CH3:33])[C:5]([C:7]1[CH:15]=[C:14]2[C:10]([C:11]3([CH2:31][CH2:32]3)[CH2:12][N:13]2[C:16]2[N:17]=[CH:18][C:19]([C:37]3[N:38]=[N:39][CH:40]=[C:35]([CH3:34])[CH:36]=3)=[CH:20][N:21]=2)=[CH:9][CH:8]=1)=[O:6]. (4) The product is: [CH3:27][O:28][C:29]1[CH:42]=[C:41]([O:43][CH3:44])[CH:40]=[CH:39][C:30]=1[CH2:31][N:32]([C:33]1[S:37][N:36]=[CH:35][N:34]=1)[S:23]([C:17]1[CH:16]=[C:15]([F:14])[C:20]([F:21])=[C:19]([F:22])[CH:18]=1)(=[O:25])=[O:24]. Given the reactants FC1C=C(F)C(F)=CC=1S(Cl)(=O)=O.[F:14][C:15]1[CH:16]=[C:17]([S:23](Cl)(=[O:25])=[O:24])[CH:18]=[C:19]([F:22])[C:20]=1[F:21].[CH3:27][O:28][C:29]1[CH:42]=[C:41]([O:43][CH3:44])[CH:40]=[CH:39][C:30]=1[CH2:31][NH:32][C:33]1[S:37][N:36]=[C:35](C)[N:34]=1.COC1C=C(OC)C=CC=1CNC1SN=CN=1, predict the reaction product. (5) Given the reactants Br[C:2]1[NH:3][C:4]2[C:9]([C:10]=1[CH:11]1[CH2:16][CH2:15][CH2:14][CH2:13][CH2:12]1)=[CH:8][CH:7]=[C:6]([C:17]([O:19][CH3:20])=[O:18])[CH:5]=2.[OH:21][CH2:22][C:23]1[CH:28]=[CH:27][CH:26]=[CH:25][C:24]=1B(O)O.C([O-])([O-])=O.[Na+].[Na+], predict the reaction product. The product is: [CH:11]1([C:10]2[C:9]3[C:4](=[CH:5][C:6]([C:17]([O:19][CH3:20])=[O:18])=[CH:7][CH:8]=3)[NH:3][C:2]=2[C:24]2[CH:25]=[CH:26][CH:27]=[CH:28][C:23]=2[CH2:22][OH:21])[CH2:16][CH2:15][CH2:14][CH2:13][CH2:12]1. (6) Given the reactants [CH3:1][O:2][C:3]1[CH:4]=[C:5]2[C:10](=[CH:11][C:12]=1[O:13][CH3:14])[N:9]=[CH:8][CH:7]=[C:6]2[O:15][C:16]1[C:22]([CH3:23])=[CH:21][C:19]([NH2:20])=[C:18]([CH3:24])[CH:17]=1.ClC(Cl)(O[C:29](=[O:35])[O:30][C:31](Cl)(Cl)Cl)Cl.[CH3:37][O:38][C:39]1[CH:44]=[CH:43][CH:42]=[C:41]([O:45][CH3:46])C=1O.C(=O)(O)[O-].[Na+], predict the reaction product. The product is: [CH3:1][O:2][C:3]1[CH:4]=[C:5]2[C:10](=[CH:11][C:12]=1[O:13][CH3:14])[N:9]=[CH:8][CH:7]=[C:6]2[O:15][C:16]1[C:22]([CH3:23])=[CH:21][C:19]([NH:20][C:29](=[O:35])[O:30][C:31]2[C:39]([O:38][CH3:37])=[CH:44][CH:43]=[CH:42][C:41]=2[O:45][CH3:46])=[C:18]([CH3:24])[CH:17]=1. (7) Given the reactants [F:1][C:2]1[CH:7]=[CH:6][C:5]([C:8](=[O:10])[CH3:9])=[CH:4][CH:3]=1.[Br:11]Br, predict the reaction product. The product is: [Br:11][CH2:9][C:8]([C:5]1[CH:6]=[CH:7][C:2]([F:1])=[CH:3][CH:4]=1)=[O:10]. (8) Given the reactants F[C:2]1[CH:7]=[C:6]([C:8]2[N:13]3[CH:14]=[CH:15][N:16]=[C:12]3[C:11]([NH:17][C:18]3[CH:23]=[CH:22][C:21]([N:24]4[CH2:29][CH2:28][N:27]([CH3:30])[CH2:26][CH2:25]4)=[CH:20][CH:19]=3)=[N:10][CH:9]=2)[CH:5]=[CH:4][N:3]=1.[NH3:31], predict the reaction product. The product is: [NH2:31][C:2]1[CH:7]=[C:6]([C:8]2[N:13]3[CH:14]=[CH:15][N:16]=[C:12]3[C:11]([NH:17][C:18]3[CH:23]=[CH:22][C:21]([N:24]4[CH2:29][CH2:28][N:27]([CH3:30])[CH2:26][CH2:25]4)=[CH:20][CH:19]=3)=[N:10][CH:9]=2)[CH:5]=[CH:4][N:3]=1. (9) Given the reactants [CH2:1]([C:5]1[N:6]=[C:7]2[CH:23]=[CH:22][CH:21]=[CH:20][N:8]2[C:9](=[O:19])[C:10]=1[C:11]1[CH:16]=[CH:15][C:14](Cl)=[CH:13][C:12]=1[CH3:18])[CH2:2][CH2:3][CH3:4].C(C1N=C2C=CC=CN2C(=O)C=1C1C=CC(Cl)=CC=1)CCC.[NH2:46][C@@H:47]1[CH2:51][CH2:50][N:49]([C:52]([O:54][C:55]([CH3:58])([CH3:57])[CH3:56])=[O:53])[CH2:48]1.NC1CCCN(C(OC(C)(C)C)=O)C1, predict the reaction product. The product is: [CH2:1]([C:5]1[N:6]=[C:7]2[CH:23]=[CH:22][CH:21]=[CH:20][N:8]2[C:9](=[O:19])[C:10]=1[C:11]1[CH:16]=[CH:15][C:14]([NH:46][C@@H:47]2[CH2:51][CH2:50][N:49]([C:52]([O:54][C:55]([CH3:58])([CH3:57])[CH3:56])=[O:53])[CH2:48]2)=[CH:13][C:12]=1[CH3:18])[CH2:2][CH2:3][CH3:4]. (10) Given the reactants C(OC([N:8]1[CH2:12][CH2:11][CH2:10][CH:9]1[C:13]1[NH:14][C:15]([C:18]2[CH:31]=[CH:30][C:29]3[C:28]4[C:23](=[CH:24][C:25]([Br:32])=[CH:26][CH:27]=4)[CH2:22][CH2:21][C:20]=3[CH:19]=2)=[CH:16][N:17]=1)=O)(C)(C)C.Cl.[CH3:34][O:35][C:36]([NH:38][CH:39]([CH:43]([CH3:45])[CH3:44])[C:40](O)=[O:41])=[O:37].CN(C(ON1N=NC2C=CC=NC1=2)=[N+](C)C)C.F[P-](F)(F)(F)(F)F.C(N(CC)C(C)C)(C)C, predict the reaction product. The product is: [CH3:34][O:35][C:36](=[O:37])[NH:38][CH:39]([C:40]([N:8]1[CH2:12][CH2:11][CH2:10][CH:9]1[C:13]1[NH:14][C:15]([C:18]2[CH:31]=[CH:30][C:29]3[C:28]4[C:23](=[CH:24][C:25]([Br:32])=[CH:26][CH:27]=4)[CH2:22][CH2:21][C:20]=3[CH:19]=2)=[CH:16][N:17]=1)=[O:41])[CH:43]([CH3:45])[CH3:44].